This data is from Full USPTO retrosynthesis dataset with 1.9M reactions from patents (1976-2016). The task is: Predict the reactants needed to synthesize the given product. (1) Given the product [Br:1][C:2]1[CH:7]=[C:6]([N+:8]([O-:10])=[O:9])[CH:5]=[CH:4][C:3]=1[F:14], predict the reactants needed to synthesize it. The reactants are: [Br:1][C:2]1[CH:7]=[C:6]([N+:8]([O-:10])=[O:9])[CH:5]=[C:4]([N+]([O-])=O)[C:3]=1[F:14].BrC1C(F)=C(N)C=C([N+]([O-])=O)C=1. (2) Given the product [Cl:1][C:2]1[CH:18]=[CH:17][C:5]2[CH2:6][CH2:7][N:8]([C:11](=[O:16])[C:12]([F:13])([F:15])[F:14])[CH2:9][CH2:10][C:4]=2[C:3]=1[NH:19][CH2:20][C:21]1[CH:26]=[CH:25][C:24]([O:27][CH2:30][C:31](=[O:36])[C:32]([CH3:35])([CH3:34])[CH3:33])=[C:23]([Cl:28])[CH:22]=1, predict the reactants needed to synthesize it. The reactants are: [Cl:1][C:2]1[CH:18]=[CH:17][C:5]2[CH2:6][CH2:7][N:8]([C:11](=[O:16])[C:12]([F:15])([F:14])[F:13])[CH2:9][CH2:10][C:4]=2[C:3]=1[NH:19][CH2:20][C:21]1[CH:26]=[CH:25][C:24]([OH:27])=[C:23]([Cl:28])[CH:22]=1.Br[CH2:30][C:31](=[O:36])[C:32]([CH3:35])([CH3:34])[CH3:33]. (3) The reactants are: [Cl:1][C:2]1[C:3]([CH3:18])=[C:4]([NH:10][C@H:11]([C@H:15]([OH:17])[CH3:16])[C:12]([OH:14])=O)[CH:5]=[CH:6][C:7]=1C#N.[OH:19][C:20]1[CH:21]=[C:22]([CH:27]=[CH:28][CH:29]=1)[C:23]([NH:25][NH2:26])=[O:24].ClC1C(C)=C(N[C@H]([C@@H](O)C)C(NNC(=O)C2C=CC=CC=2)=O)C=CC=1[C:37]#[N:38]. Given the product [Cl:1][C:2]1[CH:3]([CH3:18])[C:4]([NH:10][C@H:11]([C@H:15]([OH:17])[CH3:16])[C:12]([NH:26][NH:25][C:23](=[O:24])[C:22]2[CH:27]=[CH:28][CH:29]=[C:20]([OH:19])[CH:21]=2)=[O:14])([C:37]#[N:38])[CH:5]=[CH:6][CH:7]=1, predict the reactants needed to synthesize it. (4) Given the product [C:2]([O:6][C:7](=[O:15])[NH:8][CH:9]1[CH2:14][CH2:13][N:12]([CH2:40][C:37]2[CH:38]3[CH2:39][CH:34]([CH2:35][CH:36]=2)[C:33]3([CH3:42])[CH3:32])[CH2:11][CH2:10]1)([CH3:5])([CH3:3])[CH3:4], predict the reactants needed to synthesize it. The reactants are: Cl.[C:2]([O:6][C:7](=[O:15])[NH:8][CH:9]1[CH2:14][CH2:13][NH:12][CH2:11][CH2:10]1)([CH3:5])([CH3:4])[CH3:3].C(N(C(C)C)CC)(C)C.COC(OC)OC.[CH3:32][C:33]1([CH3:42])[CH:38]2[CH2:39][CH:34]1[CH2:35][CH:36]=[C:37]2[CH:40]=O.C(O[BH-](OC(=O)C)OC(=O)C)(=O)C.[Na+].